Dataset: Peptide-MHC class I binding affinity with 185,985 pairs from IEDB/IMGT. Task: Regression. Given a peptide amino acid sequence and an MHC pseudo amino acid sequence, predict their binding affinity value. This is MHC class I binding data. (1) The peptide sequence is LGGCRHKL. The MHC is H-2-Dd with pseudo-sequence H-2-Dd. The binding affinity (normalized) is 0.167. (2) The peptide sequence is GETYGRLLGEV. The MHC is H-2-Kk with pseudo-sequence H-2-Kk. The binding affinity (normalized) is 0.688.